From a dataset of NCI-60 drug combinations with 297,098 pairs across 59 cell lines. Regression. Given two drug SMILES strings and cell line genomic features, predict the synergy score measuring deviation from expected non-interaction effect. (1) Drug 1: COC1=NC(=NC2=C1N=CN2C3C(C(C(O3)CO)O)O)N. Drug 2: CC1CCC2CC(C(=CC=CC=CC(CC(C(=O)C(C(C(=CC(C(=O)CC(OC(=O)C3CCCCN3C(=O)C(=O)C1(O2)O)C(C)CC4CCC(C(C4)OC)OCCO)C)C)O)OC)C)C)C)OC. Cell line: OVCAR-8. Synergy scores: CSS=3.13, Synergy_ZIP=0.697, Synergy_Bliss=2.81, Synergy_Loewe=-6.64, Synergy_HSA=-1.96. (2) Drug 1: C(CC(=O)O)C(=O)CN.Cl. Drug 2: C1CN(CCN1C(=O)CCBr)C(=O)CCBr. Cell line: OVCAR-8. Synergy scores: CSS=10.9, Synergy_ZIP=-5.43, Synergy_Bliss=-0.225, Synergy_Loewe=-16.5, Synergy_HSA=-2.32. (3) Drug 1: COC1=C(C=C2C(=C1)N=CN=C2NC3=CC(=C(C=C3)F)Cl)OCCCN4CCOCC4. Drug 2: C1C(C(OC1N2C=NC(=NC2=O)N)CO)O. Cell line: 786-0. Synergy scores: CSS=16.0, Synergy_ZIP=-6.88, Synergy_Bliss=-2.46, Synergy_Loewe=-0.992, Synergy_HSA=0.0381. (4) Drug 1: C1=CN(C(=O)N=C1N)C2C(C(C(O2)CO)O)O.Cl. Drug 2: CC1=C(C(=CC=C1)Cl)NC(=O)C2=CN=C(S2)NC3=CC(=NC(=N3)C)N4CCN(CC4)CCO. Cell line: SN12C. Synergy scores: CSS=28.9, Synergy_ZIP=1.21, Synergy_Bliss=7.47, Synergy_Loewe=-3.86, Synergy_HSA=0.254. (5) Drug 1: C1=C(C(=O)NC(=O)N1)N(CCCl)CCCl. Drug 2: COCCOC1=C(C=C2C(=C1)C(=NC=N2)NC3=CC=CC(=C3)C#C)OCCOC.Cl. Cell line: MCF7. Synergy scores: CSS=26.2, Synergy_ZIP=2.08, Synergy_Bliss=3.82, Synergy_Loewe=2.92, Synergy_HSA=4.27.